Dataset: Full USPTO retrosynthesis dataset with 1.9M reactions from patents (1976-2016). Task: Predict the reactants needed to synthesize the given product. (1) Given the product [CH3:8][C:6]1([CH3:7])[C:2]([CH3:18])([CH3:1])[O:3][B:4]([C:9]2[CH:14]=[CH:13][C:12]([CH:15]([CH2:19][CH3:20])[C:16]#[N:17])=[CH:11][CH:10]=2)[O:5]1, predict the reactants needed to synthesize it. The reactants are: [CH3:1][C:2]1([CH3:18])[C:6]([CH3:8])([CH3:7])[O:5][B:4]([C:9]2[CH:14]=[CH:13][C:12]([CH2:15][C:16]#[N:17])=[CH:11][CH:10]=2)[O:3]1.[CH2:19](Br)[CH3:20]. (2) Given the product [CH3:33][O:32][C:27]1[CH:28]=[CH:29][CH:30]=[CH:31][C:26]=1[CH2:25][N:20]1[CH2:19][CH2:18][N:17]([C:5]2[N:4]=[C:3]([N:2]([CH3:1])[CH3:23])[CH:8]=[C:7]([NH:9][C:10]3[CH:11]=[CH:12][C:13]([CH3:16])=[CH:14][CH:15]=3)[N:6]=2)[CH2:22][CH2:21]1, predict the reactants needed to synthesize it. The reactants are: [CH3:1][N:2]([CH3:23])[C:3]1[CH:8]=[C:7]([NH:9][C:10]2[CH:15]=[CH:14][C:13]([CH3:16])=[CH:12][CH:11]=2)[N:6]=[C:5]([N:17]2[CH2:22][CH2:21][NH:20][CH2:19][CH2:18]2)[N:4]=1.Cl[CH2:25][C:26]1[CH:31]=[CH:30][CH:29]=[CH:28][C:27]=1[O:32][CH3:33].C(N(CC)CC)C.C([O-])(O)=O.[Na+]. (3) Given the product [NH:33]1[C:41]2[C:36](=[CH:37][CH:38]=[CH:39][CH:40]=2)[CH:35]=[C:34]1[C:42]([NH:2][C@@H:3]([CH2:19][CH2:20][CH2:21][NH:22][C:23]([O:25][CH2:26][C:27]1[CH:28]=[CH:29][CH:30]=[CH:31][CH:32]=1)=[O:24])[C:4]([NH:6][C:7]1[CH:12]=[CH:11][CH:10]=[CH:9][C:8]=1/[CH:13]=[CH:14]/[C:15]([O:17][CH3:18])=[O:16])=[O:5])=[O:43], predict the reactants needed to synthesize it. The reactants are: Cl.[NH2:2][C@@H:3]([CH2:19][CH2:20][CH2:21][NH:22][C:23]([O:25][CH2:26][C:27]1[CH:32]=[CH:31][CH:30]=[CH:29][CH:28]=1)=[O:24])[C:4]([NH:6][C:7]1[CH:12]=[CH:11][CH:10]=[CH:9][C:8]=1/[CH:13]=[CH:14]/[C:15]([O:17][CH3:18])=[O:16])=[O:5].[NH:33]1[C:41]2[C:36](=[CH:37][CH:38]=[CH:39][CH:40]=2)[CH:35]=[C:34]1[C:42](O)=[O:43].C1C=CC2N(O)N=NC=2C=1. (4) Given the product [CH3:25][C:5]1([CH2:8][O:9][C:13]2[CH:20]=[CH:19][C:16]([CH:17]=[O:18])=[CH:15][C:14]=2[C:21]([F:24])([F:23])[F:22])[CH2:4][CH2:3][CH2:2][CH2:7][CH2:6]1, predict the reactants needed to synthesize it. The reactants are: C[CH:2]1[CH2:7][CH2:6][CH:5]([CH2:8][OH:9])[CH2:4][CH2:3]1.[H-].[Na+].F[C:13]1[CH:20]=[CH:19][C:16]([CH:17]=[O:18])=[CH:15][C:14]=1[C:21]([F:24])([F:23])[F:22].[CH3:25]N(C)C=O.